From a dataset of Peptide-MHC class II binding affinity with 134,281 pairs from IEDB. Regression. Given a peptide amino acid sequence and an MHC pseudo amino acid sequence, predict their binding affinity value. This is MHC class II binding data. (1) The peptide sequence is MFNMLSTVLGVSILN. The MHC is DRB1_0301 with pseudo-sequence DRB1_0301. The binding affinity (normalized) is 0.0566. (2) The binding affinity (normalized) is 0.115. The MHC is HLA-DPA10201-DPB11401 with pseudo-sequence HLA-DPA10201-DPB11401. The peptide sequence is RDGGQLRIPSLLHGG. (3) The peptide sequence is MFFVKNPTDTGHGTVHHHHHH. The MHC is DRB1_0901 with pseudo-sequence DRB1_0901. The binding affinity (normalized) is 0.438. (4) The peptide sequence is ATPPPPPPPQLGASP. The MHC is HLA-DQA10104-DQB10503 with pseudo-sequence HLA-DQA10104-DQB10503. The binding affinity (normalized) is 0. (5) The peptide sequence is KTGQALVVGIYDEPM. The MHC is HLA-DPA10201-DPB11401 with pseudo-sequence HLA-DPA10201-DPB11401. The binding affinity (normalized) is 0.311. (6) The peptide sequence is MKTGRRGSANGKTLG. The MHC is DRB1_0801 with pseudo-sequence DRB1_0801. The binding affinity (normalized) is 0. (7) The peptide sequence is AFKVAARAANAAPAN. The MHC is DRB1_0701 with pseudo-sequence DRB1_0701. The binding affinity (normalized) is 0.410. (8) The MHC is DRB1_1101 with pseudo-sequence DRB1_1101. The binding affinity (normalized) is 0.284. The peptide sequence is IDYLVSNQSVRNRQE. (9) The peptide sequence is FTVFEAAFNNAIKAG. The MHC is HLA-DQA10501-DQB10201 with pseudo-sequence HLA-DQA10501-DQB10201. The binding affinity (normalized) is 0.248.